This data is from Catalyst prediction with 721,799 reactions and 888 catalyst types from USPTO. The task is: Predict which catalyst facilitates the given reaction. (1) Reactant: C([O:4][CH2:5][CH2:6][O:7][C:8]1[CH:13]=[C:12]([F:14])[C:11]([C@@H:15]2[C:20]3[NH:21][C:22]4[C:27]([C:19]=3[CH2:18][C@@H:17]([CH3:28])[N:16]2[CH2:29][C:30]([F:33])([CH3:32])[CH3:31])=[CH:26][CH:25]=[CH:24][CH:23]=4)=[C:10]([F:34])[CH:9]=1)(=O)C.[OH-].[Na+]. Product: [F:34][C:10]1[CH:9]=[C:8]([CH:13]=[C:12]([F:14])[C:11]=1[C@@H:15]1[C:20]2[NH:21][C:22]3[C:27]([C:19]=2[CH2:18][C@@H:17]([CH3:28])[N:16]1[CH2:29][C:30]([F:33])([CH3:31])[CH3:32])=[CH:26][CH:25]=[CH:24][CH:23]=3)[O:7][CH2:6][CH2:5][OH:4]. The catalyst class is: 36. (2) Reactant: [C:1]1([C:7]2([C:27]3[CH:32]=[CH:31][CH:30]=[CH:29][CH:28]=3)[C:15]3=[CH:16][C:17]4[NH:18][C:19]5[C:24]([C:25]=4[CH:26]=[C:14]3[C:13]3[C:8]2=[CH:9][CH:10]=[CH:11][CH:12]=3)=[CH:23][CH:22]=[CH:21][CH:20]=5)[CH:6]=[CH:5][CH:4]=[CH:3][CH:2]=1.[H-].[Na+].Cl[C:36]1[N:41]=[C:40]([C:42]2[CH:47]=[CH:46][CH:45]=[CH:44][CH:43]=2)[N:39]=[C:38]([C:48]2[CH:53]=[CH:52][CH:51]=[CH:50][CH:49]=2)[N:37]=1. Product: [C:48]1([C:38]2[N:39]=[C:40]([C:42]3[CH:43]=[CH:44][CH:45]=[CH:46][CH:47]=3)[N:41]=[C:36]([N:18]3[C:17]4[CH:16]=[C:15]5[C:7]([C:27]6[CH:32]=[CH:31][CH:30]=[CH:29][CH:28]=6)([C:1]6[CH:2]=[CH:3][CH:4]=[CH:5][CH:6]=6)[C:8]6[C:13]([C:14]5=[CH:26][C:25]=4[C:24]4[C:19]3=[CH:20][CH:21]=[CH:22][CH:23]=4)=[CH:12][CH:11]=[CH:10][CH:9]=6)[N:37]=2)[CH:53]=[CH:52][CH:51]=[CH:50][CH:49]=1. The catalyst class is: 9.